This data is from Reaction yield outcomes from USPTO patents with 853,638 reactions. The task is: Predict the reaction yield, written as a fraction of the theoretical maximum amount of product (1.0 means a 100% yield; for example, 0.34 means a 34% yield). (1) The reactants are [OH-].[Na+].[CH2:3]([NH:10][C:11](=[O:40])[N:12]([C:14]1[CH:15]=[C:16]([C:20]2[CH:25]=[CH:24][C:23]([CH2:26][CH2:27][C:28]([O:30]C)=[O:29])=[CH:22][C:21]=2[O:32][CH2:33][CH2:34][CH2:35][C:36]([F:39])([F:38])[F:37])[CH:17]=[CH:18][CH:19]=1)[CH3:13])[CH2:4][CH2:5][CH2:6][CH2:7][CH2:8][CH3:9]. The catalyst is O1CCCC1.CO. The product is [CH2:3]([NH:10][C:11](=[O:40])[N:12]([C:14]1[CH:15]=[C:16]([C:20]2[CH:25]=[CH:24][C:23]([CH2:26][CH2:27][C:28]([OH:30])=[O:29])=[CH:22][C:21]=2[O:32][CH2:33][CH2:34][CH2:35][C:36]([F:38])([F:39])[F:37])[CH:17]=[CH:18][CH:19]=1)[CH3:13])[CH2:4][CH2:5][CH2:6][CH2:7][CH2:8][CH3:9]. The yield is 0.740. (2) The reactants are [CH3:1][CH2:2][CH2:3][CH2:4][NH:5][C:6]1[CH:7]=[C:8]([C:23]([OH:25])=[O:24])[CH:9]=[C:10]([S:19]([NH2:22])(=[O:21])=[O:20])[C:11]=1[O:12][C:13]1[CH:14]=[CH:15][CH:16]=[CH:17][CH:18]=1.[C:26]([O:32][CH2:33]Cl)(=[O:31])[C:27]([CH3:30])([CH3:29])[CH3:28].C(N(CC)CC)C.[I-].[Na+]. The catalyst is CN(C)C=O. The product is [NH2:22][S:19]([C:10]1[CH:9]=[C:8]([CH:7]=[C:6]([NH:5][CH2:4][CH2:3][CH2:2][CH3:1])[C:11]=1[O:12][C:13]1[CH:18]=[CH:17][CH:16]=[CH:15][CH:14]=1)[C:23]([O:25][CH2:33][O:32][C:26]([C:27]([CH3:30])([CH3:29])[CH3:28])=[O:31])=[O:24])(=[O:21])=[O:20]. The yield is 0.600. (3) The reactants are [N+:1]([C:4]1[N:5]=[CH:6][C:7]([NH:10][CH2:11][CH2:12][O:13][Si:14]([CH2:19][CH3:20])([CH2:17][CH3:18])[CH2:15][CH3:16])=[N:8][CH:9]=1)([O-])=O. The catalyst is C(OCC)(=O)C.[Pd]. The product is [CH2:19]([Si:14]([CH2:15][CH3:16])([CH2:17][CH3:18])[O:13][CH2:12][CH2:11][NH:10][C:7]1[CH:6]=[N:5][C:4]([NH2:1])=[CH:9][N:8]=1)[CH3:20]. The yield is 0.960. (4) The product is [C:1]([C:5]1[CH:10]=[C:9]([CH:11]([CH3:13])[CH3:12])[CH:8]=[CH:7][C:6]=1[N:14]1[CH2:19][CH2:18][N:17]([C:20](=[O:26])[C:21]([O:23][CH2:24][CH3:25])=[O:22])[CH2:16][CH2:15]1)([CH3:3])([CH3:4])[CH3:2]. The reactants are [C:1]([C:5]1[CH:10]=[C:9]([C:11]([CH3:13])=[CH2:12])[CH:8]=[CH:7][C:6]=1[N:14]1[CH2:19][CH2:18][N:17]([C:20](=[O:26])[C:21]([O:23][CH2:24][CH3:25])=[O:22])[CH2:16][CH2:15]1)([CH3:4])([CH3:3])[CH3:2]. The yield is 0.780. The catalyst is C(OCC)(=O)C.[OH-].[Pd+2].[OH-]. (5) The reactants are [Cl:1][C:2]1[N:7]=[C:6]2[N:8]([C:14]3[CH:19]=[CH:18][CH:17]=[C:16]([I:20])[CH:15]=3)[N:9]=[C:10]([C:11](O)=[O:12])[C:5]2=[CH:4][CH:3]=1.[Cl-].[NH4+:22]. No catalyst specified. The product is [Cl:1][C:2]1[N:7]=[C:6]2[N:8]([C:14]3[CH:19]=[CH:18][CH:17]=[C:16]([I:20])[CH:15]=3)[N:9]=[C:10]([C:11]([NH2:22])=[O:12])[C:5]2=[CH:4][CH:3]=1. The yield is 0.950. (6) The reactants are [N:1]1[CH:6]=[CH:5][C:4]([CH:7]=[CH:8][C:9]([OH:11])=O)=[CH:3][CH:2]=1.ON1C2C=[CH:19][CH:20]=[CH:21][C:16]=2[N:15]=N1.CN(C)CCCN=C=NCC.N1CCCC1. The catalyst is C(Cl)(Cl)Cl.ClCCl. The product is [N:1]1[CH:2]=[CH:3][C:4](/[CH:7]=[CH:8]/[C:9]([N:15]2[CH2:16][CH2:21][CH2:20][CH2:19]2)=[O:11])=[CH:5][CH:6]=1. The yield is 0.940.